From a dataset of Forward reaction prediction with 1.9M reactions from USPTO patents (1976-2016). Predict the product of the given reaction. (1) Given the reactants [N+:1]([C:4]1[CH:5]=[C:6]([NH:10][C:11]2[N:18]=[CH:17][CH:16]=[CH:15][C:12]=2[CH:13]=O)[CH:7]=[CH:8][CH:9]=1)([O-:3])=[O:2].[N:19]1[CH:24]=[CH:23][C:22]([CH2:25][CH2:26][CH2:27][C:28](OC)=[O:29])=[CH:21][CH:20]=1.[Li+].CC([N-]C(C)C)C, predict the reaction product. The product is: [N+:1]([C:4]1[CH:5]=[C:6]([N:10]2[C:11]3[C:12](=[CH:15][CH:16]=[CH:17][N:18]=3)[CH:13]=[C:27]([CH2:26][CH2:25][C:22]3[CH:21]=[CH:20][N:19]=[CH:24][CH:23]=3)[C:28]2=[O:29])[CH:7]=[CH:8][CH:9]=1)([O-:3])=[O:2]. (2) Given the reactants C(N[C:5](=[CH:10][C:11]1[CH:16]=[C:15]([C:17]([F:20])([F:19])[F:18])[CH:14]=[C:13]([C:21]([F:24])([F:23])[F:22])[CH:12]=1)[C:6]([O:8]C)=[O:7])(=O)C.Cl.[O:26]1CCOCC1, predict the reaction product. The product is: [F:22][C:21]([F:24])([F:23])[C:13]1[CH:12]=[C:11]([CH2:10][C:5](=[O:26])[C:6]([OH:8])=[O:7])[CH:16]=[C:15]([C:17]([F:20])([F:19])[F:18])[CH:14]=1. (3) The product is: [Cl:11][C:12]1[CH:13]=[CH:14][C:15]([CH2:18][C:19]2[CH:20]=[C:21]([OH:22])[N:1]([C:3]3[CH:8]=[C:7]([C:9]#[N:10])[CH:6]=[CH:5][N:4]=3)[N:2]=2)=[CH:16][CH:17]=1. Given the reactants [NH:1]([C:3]1[CH:8]=[C:7]([C:9]#[N:10])[CH:6]=[CH:5][N:4]=1)[NH2:2].[Cl:11][C:12]1[CH:17]=[CH:16][C:15]([CH2:18][C:19](=O)[CH2:20][C:21](OCC)=[O:22])=[CH:14][CH:13]=1, predict the reaction product. (4) Given the reactants [O:1]([C:8]1[CH:15]=[CH:14][CH:13]=[C:12]([N:16]2[CH2:21][CH2:20][CH2:19][CH2:18][CH2:17]2)[C:9]=1[C:10]#[N:11])[C:2]1[CH:7]=[CH:6][CH:5]=[CH:4][CH:3]=1.[NH4+].[OH-], predict the reaction product. The product is: [O:1]([C:8]1[CH:15]=[CH:14][CH:13]=[C:12]([N:16]2[CH2:21][CH2:20][CH2:19][CH2:18][CH2:17]2)[C:9]=1[CH2:10][NH2:11])[C:2]1[CH:3]=[CH:4][CH:5]=[CH:6][CH:7]=1. (5) Given the reactants C(OC(=O)[NH:7][CH:8]([C:15]1[CH:20]=[CH:19][CH:18]=[C:17]([O:21][CH2:22][CH2:23][CH2:24][CH2:25][CH2:26][CH:27]2[O:31][CH2:30][CH2:29][O:28]2)[CH:16]=1)[C:9]1[CH:14]=[CH:13][CH:12]=[CH:11][CH:10]=1)(C)(C)C.Cl.O1CCOCC1, predict the reaction product. The product is: [CH3:29][O:28][CH:27]([O:31][CH3:30])[CH2:26][CH2:25][CH2:24][CH2:23][CH2:22][O:21][C:17]1[CH:16]=[C:15]([CH:8]([C:9]2[CH:14]=[CH:13][CH:12]=[CH:11][CH:10]=2)[NH2:7])[CH:20]=[CH:19][CH:18]=1. (6) The product is: [Cl-:1].[O:29]1[C@H:30]2[O:31][CH2:32][CH2:33][C@H:34]2[C@@H:27]([O:26][C:24]([NH:23][C@@H:7]([CH2:8][C:9]2[CH:14]=[CH:13][C:12]([O:15][CH2:16][C:17]3[N:18]=[C:19]([CH3:22])[S:20][CH:21]=3)=[CH:11][CH:10]=2)[C@H:6]([O:5][C:3](=[O:4])[CH2:2][N+:53]2[CH:58]=[CH:57][CH:56]=[CH:55][CH:54]=2)[CH2:35][N:36]([S:41]([C:44]2[CH:52]=[CH:51][C:47]3[O:48][CH2:49][O:50][C:46]=3[CH:45]=2)(=[O:43])=[O:42])[CH2:37][CH:38]([CH3:40])[CH3:39])=[O:25])[CH2:28]1. Given the reactants [Cl:1][CH2:2][C:3]([O:5][C@H:6]([CH2:35][N:36]([S:41]([C:44]1[CH:52]=[CH:51][C:47]2[O:48][CH2:49][O:50][C:46]=2[CH:45]=1)(=[O:43])=[O:42])[CH2:37][CH:38]([CH3:40])[CH3:39])[C@@H:7]([NH:23][C:24]([O:26][C@@H:27]1[C@H:34]2[C@H:30]([O:31][CH2:32][CH2:33]2)[O:29][CH2:28]1)=[O:25])[CH2:8][C:9]1[CH:14]=[CH:13][C:12]([O:15][CH2:16][C:17]2[N:18]=[C:19]([CH3:22])[S:20][CH:21]=2)=[CH:11][CH:10]=1)=[O:4].[N:53]1[CH:58]=[CH:57][CH:56]=[CH:55][CH:54]=1, predict the reaction product. (7) Given the reactants I[C:2]1[CH:7]=[CH:6][C:5]([O:8][CH3:9])=[CH:4][C:3]=1[N+:10]([O-])=O.[NH:13]1[CH2:17][CH2:16][CH2:15][C:14]1=O.CNCCN, predict the reaction product. The product is: [CH3:9][O:8][C:5]1[CH:6]=[CH:7][C:2]2[N:13]=[C:14]3[CH2:15][CH2:16][CH2:17][N:10]3[C:3]=2[CH:4]=1.